From a dataset of Peptide-MHC class II binding affinity with 134,281 pairs from IEDB. Regression. Given a peptide amino acid sequence and an MHC pseudo amino acid sequence, predict their binding affinity value. This is MHC class II binding data. (1) The peptide sequence is SLALTYPVLTFIDNHGEAWL. The MHC is H-2-IAb with pseudo-sequence H-2-IAb. The binding affinity (normalized) is 0.411. (2) The peptide sequence is LPVPPTVTVFKIPKK. The MHC is HLA-DQA10401-DQB10402 with pseudo-sequence HLA-DQA10401-DQB10402. The binding affinity (normalized) is 0.232.